Predict the reaction yield, written as a fraction of the theoretical maximum amount of product (1.0 means a 100% yield; for example, 0.34 means a 34% yield). From a dataset of Reaction yield outcomes from USPTO patents with 853,638 reactions. The reactants are [F:1][C:2]1[CH:7]=[CH:6][CH:5]=[C:4]([F:8])[C:3]=1[C:9]1[N:14]=[C:13]([C:15]([OH:17])=O)[CH:12]=[CH:11][C:10]=1[F:18].[NH2:19][C:20]1[C:21]([N:29]2[CH2:34][C@H:33]([C:35]([F:38])([F:37])[F:36])[CH2:32][C@H:31]([NH:39]C(=O)OC(C)(C)C)[CH2:30]2)=[C:22]2[CH2:28][CH2:27][O:26][C:23]2=[N:24][CH:25]=1.CN(C(ON1N=NC2C=CC=NC1=2)=[N+](C)C)C.F[P-](F)(F)(F)(F)F.CCN(C(C)C)C(C)C. The catalyst is CN(C=O)C. The product is [NH2:39][C@H:31]1[CH2:32][C@@H:33]([C:35]([F:37])([F:38])[F:36])[CH2:34][N:29]([C:21]2[C:20]([NH:19][C:15]([C:13]3[CH:12]=[CH:11][C:10]([F:18])=[C:9]([C:3]4[C:4]([F:8])=[CH:5][CH:6]=[CH:7][C:2]=4[F:1])[N:14]=3)=[O:17])=[CH:25][N:24]=[C:23]3[O:26][CH2:27][CH2:28][C:22]=23)[CH2:30]1. The yield is 0.200.